Dataset: Volume of distribution at steady state (VDss) regression data from Lombardo et al.. Task: Regression/Classification. Given a drug SMILES string, predict its absorption, distribution, metabolism, or excretion properties. Task type varies by dataset: regression for continuous measurements (e.g., permeability, clearance, half-life) or binary classification for categorical outcomes (e.g., BBB penetration, CYP inhibition). For this dataset (vdss_lombardo), we predict log10(VDss) (log10 of volume of distribution in L/kg). (1) The drug is NS(=O)(=O)c1cc(C2(O)NC(=O)c3ccccc32)ccc1Cl. The log10(VDss) is 0.590. (2) The molecule is CC(Oc1ccc(Oc2cnc3ccc(Cl)cc3n2)cc1)C(=O)[O-]. The log10(VDss) is -0.720. (3) The molecule is CC(O)C1C(=O)N2C(C(=O)[O-])=C(SCCOC(N)=O)SC12. The log10(VDss) is -0.520.